Dataset: Forward reaction prediction with 1.9M reactions from USPTO patents (1976-2016). Task: Predict the product of the given reaction. (1) Given the reactants [Br:1][C:2]1[CH:10]=[C:9]2[C:5]([CH:6]=[CH:7][NH:8]2)=[CH:4][CH:3]=1.C([O-])([O-])=O.[K+].[K+].[H-].[Na+].I[CH:20]([CH3:22])[CH3:21], predict the reaction product. The product is: [Br:1][C:2]1[CH:10]=[C:9]2[C:5]([CH:6]=[CH:7][N:8]2[CH:20]([CH3:22])[CH3:21])=[CH:4][CH:3]=1. (2) The product is: [CH3:8][O:7][C:5](=[O:6])[CH:4]([CH2:9][C:10]1[CH:11]=[CH:12][C:13]([O:16][CH2:17][CH2:18][OH:19])=[CH:14][CH:15]=1)[C:3]([O:2][CH3:1])=[O:27]. Given the reactants [CH3:1][O:2][C:3](=[O:27])[CH:4]([CH2:9][C:10]1[CH:15]=[CH:14][C:13]([O:16][CH2:17][CH2:18][O:19]CC2C=CC=CC=2)=[CH:12][CH:11]=1)[C:5]([O:7][CH3:8])=[O:6], predict the reaction product. (3) Given the reactants [Br:1][C:2]1[CH:3]=[C:4]([CH:20]=[CH:21][CH:22]=1)[C:5]([NH:7][CH:8]([C:10]1[N:15]=[N:14][C:13](S(C)(=O)=O)=[N:12][CH:11]=1)[CH3:9])=[O:6].[CH2:23]([S:25]([C:28]1[CH:29]=[CH:30][C:31]([O:35][CH3:36])=[C:32]([CH:34]=1)[NH2:33])(=[O:27])=[O:26])[CH3:24].O.C1(C)C=CC(S(O)(=O)=O)=CC=1, predict the reaction product. The product is: [Br:1][C:2]1[CH:3]=[C:4]([CH:20]=[CH:21][CH:22]=1)[C:5]([NH:7][CH:8]([C:10]1[N:15]=[N:14][C:13]([NH:33][C:32]2[CH:34]=[C:28]([S:25]([CH2:23][CH3:24])(=[O:26])=[O:27])[CH:29]=[CH:30][C:31]=2[O:35][CH3:36])=[N:12][CH:11]=1)[CH3:9])=[O:6].